Task: Predict the reactants needed to synthesize the given product.. Dataset: Full USPTO retrosynthesis dataset with 1.9M reactions from patents (1976-2016) (1) Given the product [Br:28][C:6]1[CH:5]=[CH:4][C:3]([N:8]2[CH2:13][CH2:12][N:11]([C:16](=[O:17])[C:15]([F:26])([F:25])[F:14])[CH2:10][CH2:9]2)=[C:2]([F:1])[CH:7]=1, predict the reactants needed to synthesize it. The reactants are: [F:1][C:2]1[CH:7]=[CH:6][CH:5]=[CH:4][C:3]=1[N:8]1[CH2:13][CH2:12][NH:11][CH2:10][CH2:9]1.[F:14][C:15]([F:26])([F:25])[C:16](O[C:16](=[O:17])[C:15]([F:26])([F:25])[F:14])=[O:17].Cl.[Br:28]Br.S(S([O-])=O)([O-])(=O)=O.[Na+].[Na+]. (2) Given the product [C:8]([NH:11][C:12]1[CH:13]=[CH:14][C:15]([NH:18][C:19]2[CH:31]=[C:30]([CH2:32][CH2:33][C:34]3[CH:39]=[CH:38][CH:37]=[CH:36][CH:35]=3)[CH:29]=[CH:28][C:20]=2[C:21]([OH:23])=[O:22])=[CH:16][CH:17]=1)(=[O:10])[CH3:9], predict the reactants needed to synthesize it. The reactants are: FC(F)(F)C(O)=O.[C:8]([NH:11][C:12]1[CH:17]=[CH:16][C:15]([NH:18][C:19]2[CH:31]=[C:30]([CH2:32][CH2:33][C:34]3[CH:39]=[CH:38][CH:37]=[CH:36][CH:35]=3)[CH:29]=[CH:28][C:20]=2[C:21]([O:23]C(C)(C)C)=[O:22])=[CH:14][CH:13]=1)(=[O:10])[CH3:9]. (3) Given the product [C:27]([C:30]1[CH:35]=[CH:34][C:33]([N:3]2[C:4](=[O:26])[C:5]([CH2:11][C:12]3[CH:17]=[CH:16][C:15]([C:18]4[C:19]([C:24]#[N:25])=[CH:20][CH:21]=[CH:22][CH:23]=4)=[CH:14][CH:13]=3)=[C:6]([CH2:8][CH2:9][CH3:10])[N:7]=[C:2]2[CH3:1])=[CH:32][CH:31]=1)(=[O:29])[CH3:28], predict the reactants needed to synthesize it. The reactants are: [CH3:1][C:2]1[NH:3][C:4](=[O:26])[C:5]([CH2:11][C:12]2[CH:17]=[CH:16][C:15]([C:18]3[C:19]([C:24]#[N:25])=[CH:20][CH:21]=[CH:22][CH:23]=3)=[CH:14][CH:13]=2)=[C:6]([CH2:8][CH2:9][CH3:10])[N:7]=1.[C:27]([C:30]1[CH:35]=[CH:34][C:33](B(O)O)=[CH:32][CH:31]=1)(=[O:29])[CH3:28].C(N(CC)CC)C.N1C=CC=CC=1. (4) Given the product [CH3:20][NH:1][C:2]1[S:3][CH:4]=[C:5]2[C:9](=[O:10])[N:8]([CH:11]3[CH2:16][CH2:15][C:14](=[O:17])[NH:13][C:12]3=[O:18])[C:7](=[O:19])[C:6]=12, predict the reactants needed to synthesize it. The reactants are: [NH2:1][C:2]1[S:3][CH:4]=[C:5]2[C:9](=[O:10])[N:8]([CH:11]3[CH2:16][CH2:15][C:14](=[O:17])[NH:13][C:12]3=[O:18])[C:7](=[O:19])[C:6]=12.[CH3:20]I.O. (5) Given the product [Br:11][CH2:10][C:8]([C:5]1[CH:6]=[CH:7][C:2]([CH3:1])=[CH:3][CH:4]=1)=[O:9], predict the reactants needed to synthesize it. The reactants are: [CH3:1][C:2]1[CH:7]=[CH:6][C:5]([C:8]([CH3:10])=[O:9])=[CH:4][CH:3]=1.[BrH:11].BrBr.O. (6) Given the product [O:15]1[C:19]([C:20]2[CH:21]=[CH:22][C:23]([NH:26][N:27]=[CH:11][C:10]3[CH:13]=[CH:14][C:7]([CH2:6][N:4]([CH2:3][CH2:2][F:1])[CH3:5])=[CH:8][CH:9]=3)=[CH:24][CH:25]=2)=[CH:18][N:17]=[CH:16]1, predict the reactants needed to synthesize it. The reactants are: [F:1][CH2:2][CH2:3][N:4]([CH2:6][C:7]1[CH:14]=[CH:13][C:10]([CH:11]=O)=[CH:9][CH:8]=1)[CH3:5].[O:15]1[C:19]([C:20]2[CH:25]=[CH:24][C:23]([NH:26][NH2:27])=[CH:22][CH:21]=2)=[CH:18][N:17]=[CH:16]1.